This data is from Forward reaction prediction with 1.9M reactions from USPTO patents (1976-2016). The task is: Predict the product of the given reaction. (1) Given the reactants COC1C=CC=CC=1C1N=CN=C(NC2C=C(CS(N)(=O)=O)C=CC=2)N=1.Cl[C:28]1[N:33]=[CH:32][N:31]=[C:30]([NH:34][C:35]2[CH:36]=[C:37]([CH2:41][S:42]([NH2:45])(=[O:44])=[O:43])[CH:38]=[CH:39][CH:40]=2)[N:29]=1.[CH:46]1([CH2:49][O:50][C:51]2[CH:56]=[C:55]([F:57])[CH:54]=[CH:53][C:52]=2B2OC(C)(C)C(C)(C)O2)[CH2:48][CH2:47]1, predict the reaction product. The product is: [CH:46]1([CH2:49][O:50][C:51]2[CH:56]=[C:55]([F:57])[CH:54]=[CH:53][C:52]=2[C:28]2[N:33]=[CH:32][N:31]=[C:30]([NH:34][C:35]3[CH:36]=[C:37]([CH2:41][S:42]([NH2:45])(=[O:44])=[O:43])[CH:38]=[CH:39][CH:40]=3)[N:29]=2)[CH2:47][CH2:48]1. (2) Given the reactants [Cl:1][C:2]1[N:10]=[C:9]2[C:5]([NH:6][CH:7]=[N:8]2)=[C:4]([Cl:11])[N:3]=1.[F:12][C:13]1[CH:14]=[C:15](B(O)O)[CH:16]=[CH:17][CH:18]=1.C(N(CC)CC)C, predict the reaction product. The product is: [Cl:1][C:2]1[N:10]=[C:9]2[C:5]([N:6]=[CH:7][N:8]2[C:17]2[CH:16]=[CH:15][CH:14]=[C:13]([F:12])[CH:18]=2)=[C:4]([Cl:11])[N:3]=1.